This data is from Forward reaction prediction with 1.9M reactions from USPTO patents (1976-2016). The task is: Predict the product of the given reaction. (1) Given the reactants [F:1][C:2]([F:16])([F:15])[CH2:3][O:4][C:5]1[C:14]2[C:9](=[CH:10][CH:11]=[CH:12][CH:13]=2)[CH:8]=[CH:7][CH:6]=1.[CH2:17]1[S:21](=O)[CH2:20][CH2:19][CH2:18]1.C(OC(C)C)(C)C.[F:30][C:31]([F:55])([S:51]([O-:54])(=[O:53])=[O:52])[CH:32]([O:37][C:38]([C:40]12[CH2:49][CH:44]3[CH2:45][CH:46]([CH2:48][CH:42]([C:43]3=[O:50])[CH2:41]1)[CH2:47]2)=[O:39])[C:33]([F:36])([F:35])[F:34].C([NH+](CC)CC)C, predict the reaction product. The product is: [F:55][C:31]([F:30])([S:51]([O-:54])(=[O:52])=[O:53])[CH:32]([O:37][C:38]([C:40]12[CH2:49][CH:44]3[CH2:45][CH:46]([CH2:48][CH:42]([C:43]3=[O:50])[CH2:41]1)[CH2:47]2)=[O:39])[C:33]([F:34])([F:36])[F:35].[F:1][C:2]([F:15])([F:16])[CH2:3][O:4][C:5]1[C:14]2[C:9](=[CH:10][CH:11]=[CH:12][CH:13]=2)[C:8]([S+:21]2[CH2:17][CH2:18][CH2:19][CH2:20]2)=[CH:7][CH:6]=1. (2) Given the reactants S(Cl)(Cl)=O.[CH3:5][C:6]([C:11]1[CH:16]=[CH:15][C:14]([OH:17])=[CH:13][CH:12]=1)([CH3:10])[C:7]([OH:9])=[O:8].[CH3:18]O, predict the reaction product. The product is: [OH:17][C:14]1[CH:13]=[CH:12][C:11]([C:6]([CH3:5])([CH3:10])[C:7]([O:9][CH3:18])=[O:8])=[CH:16][CH:15]=1. (3) The product is: [Br:9][C:5]1[N:6]=[C:7]([NH:12][CH:13]2[CH2:18][CH2:17][CH2:16][N:15]([CH3:19])[CH2:14]2)[C:2]([NH2:1])=[N:3][CH:4]=1. Given the reactants [NH2:1][C:2]1[C:7](Br)=[N:6][C:5]([Br:9])=[CH:4][N:3]=1.Cl.Cl.[NH2:12][CH:13]1[CH2:18][CH2:17][CH2:16][N:15]([CH3:19])[CH2:14]1, predict the reaction product. (4) Given the reactants [CH:1]1([N:6]2[CH2:12][C:11]([F:14])([F:13])[C:10](=[O:15])[N:9]([CH3:16])[C:8]3[CH:17]=[N:18][C:19]([NH:21][C:22]4[C:30]([F:31])=[CH:29][C:25]([C:26](O)=[O:27])=[C:24]([F:32])[CH:23]=4)=[N:20][C:7]2=3)[CH2:5][CH2:4][CH2:3][CH2:2]1.ON1C2C=CC=CC=2N=N1.F[P-](F)(F)(F)(F)F.CN(C(N(C)C)=[N+]1C2C=CC=CC=2[N+]([O-])=N1)C.C(N(C(C)C)CC)(C)C.[NH2:76][CH:77]1[CH2:82][CH2:81][N:80]([C:83]([O:85][C:86]([CH3:89])([CH3:88])[CH3:87])=[O:84])[CH2:79][CH2:78]1, predict the reaction product. The product is: [C:86]([O:85][C:83]([N:80]1[CH2:81][CH2:82][CH:77]([NH:76][C:26](=[O:27])[C:25]2[CH:29]=[C:30]([F:31])[C:22]([NH:21][C:19]3[N:18]=[CH:17][C:8]4[N:9]([CH3:16])[C:10](=[O:15])[C:11]([F:14])([F:13])[CH2:12][N:6]([CH:1]5[CH2:2][CH2:3][CH2:4][CH2:5]5)[C:7]=4[N:20]=3)=[CH:23][C:24]=2[F:32])[CH2:78][CH2:79]1)=[O:84])([CH3:89])([CH3:87])[CH3:88]. (5) The product is: [CH3:32][C:33]([CH3:44])([CH3:43])[CH2:34][NH:35][C:36]1[C:37](=[O:42])[N:38]([CH3:3])[CH:39]=[CH:40][CH:41]=1. Given the reactants N(C(N1CCCCC1)=O)=N[C:3](N1CCCCC1)=O.C(P(CCCC)CCCC)CCC.[CH3:32][C:33]([CH3:44])([CH3:43])[CH2:34][NH:35][C:36]1[C:37](=[O:42])[NH:38][CH:39]=[CH:40][CH:41]=1.CO, predict the reaction product. (6) Given the reactants [Cl:1][C:2]1[CH:31]=[C:30]([Cl:32])[CH:29]=[CH:28][C:3]=1[O:4][C:5]1[CH:10]=[CH:9][CH:8]=[CH:7][C:6]=1[NH:11][S:12]([C:15]1[CH:27]=[CH:26][C:18]([C:19]([NH:21][CH2:22][C:23](O)=[O:24])=[O:20])=[CH:17][CH:16]=1)(=[O:14])=[O:13].[N:33]1([CH2:39][CH2:40][CH2:41][NH2:42])[CH2:38][CH2:37][O:36][CH2:35][CH2:34]1, predict the reaction product. The product is: [Cl:1][C:2]1[CH:31]=[C:30]([Cl:32])[CH:29]=[CH:28][C:3]=1[O:4][C:5]1[CH:10]=[CH:9][CH:8]=[CH:7][C:6]=1[NH:11][S:12]([C:15]1[CH:27]=[CH:26][C:18]([C:19]([NH:21][CH2:22][C:23](=[O:24])[NH:42][CH2:41][CH2:40][CH2:39][N:33]2[CH2:38][CH2:37][O:36][CH2:35][CH2:34]2)=[O:20])=[CH:17][CH:16]=1)(=[O:14])=[O:13]. (7) Given the reactants [ClH:1].CN(C)CCCN=C=NCC.ON1C2C=CC=CC=2N=N1.[CH3:23][N:24]1[C:30](=[O:31])[C:29]([CH3:33])([CH3:32])[C:28](=[O:34])[N:27]([CH3:35])[C:26]2[CH:36]=[C:37]([O:40][CH2:41][CH2:42][CH2:43][N:44]([CH2:52][CH2:53][NH:54][CH3:55])[CH2:45][C:46]3[CH:51]=[CH:50][N:49]=[CH:48][CH:47]=3)[CH:38]=[CH:39][C:25]1=2.[C:56](O)(=[O:63])[C:57]1[CH:62]=[CH:61][CH:60]=[CH:59][CH:58]=1, predict the reaction product. The product is: [ClH:1].[ClH:1].[CH3:55][N:54]([CH2:53][CH2:52][N:44]([CH2:45][C:46]1[CH:47]=[CH:48][N:49]=[CH:50][CH:51]=1)[CH2:43][CH2:42][CH2:41][O:40][C:37]1[CH:38]=[CH:39][C:25]2[N:24]([CH3:23])[C:30](=[O:31])[C:29]([CH3:32])([CH3:33])[C:28](=[O:34])[N:27]([CH3:35])[C:26]=2[CH:36]=1)[C:56](=[O:63])[C:57]1[CH:62]=[CH:61][CH:60]=[CH:59][CH:58]=1. (8) Given the reactants [CH:1]1([C:6]2[N:11]=[CH:10][C:9]([C:12]3[CH:13]=[N:14][CH:15]=[C:16]([CH3:18])[CH:17]=3)=[CH:8][C:7]=2[C:19]([O:21]C)=[O:20])[CH2:5][CH2:4][CH2:3][CH2:2]1.[OH-].[Na+:24], predict the reaction product. The product is: [CH:1]1([C:6]2[N:11]=[CH:10][C:9]([C:12]3[CH:13]=[N:14][CH:15]=[C:16]([CH3:18])[CH:17]=3)=[CH:8][C:7]=2[C:19]([O-:21])=[O:20])[CH2:2][CH2:3][CH2:4][CH2:5]1.[Na+:24]. (9) The product is: [CH2:1]([NH:8][C:9]([N:11]1[C@H:16]2[CH2:17][N:18]([CH2:31][C:32]3[CH:37]=[CH:36][CH:35]=[C:34]([N:50]4[CH2:53][CH:52]([N:54]5[CH2:59][CH2:58][N:57]([CH3:60])[C@H:56]([CH3:61])[CH2:55]5)[CH2:51]4)[N:33]=3)[C:19](=[O:30])[C@H:20]([CH2:21][C:22]3[CH:27]=[CH:26][C:25]([OH:28])=[CH:24][C:23]=3[F:29])[N:15]2[C:14](=[O:39])[CH2:13][N:12]1[CH2:40][CH:41]=[CH2:42])=[O:10])[C:2]1[CH:7]=[CH:6][CH:5]=[CH:4][CH:3]=1. Given the reactants [CH2:1]([NH:8][C:9]([N:11]1[C@H:16]2[CH2:17][N:18]([CH2:31][C:32]3[CH:37]=[CH:36][CH:35]=[C:34](F)[N:33]=3)[C:19](=[O:30])[C@H:20]([CH2:21][C:22]3[CH:27]=[CH:26][C:25]([OH:28])=[CH:24][C:23]=3[F:29])[N:15]2[C:14](=[O:39])[CH2:13][N:12]1[CH2:40][CH:41]=[CH2:42])=[O:10])[C:2]1[CH:7]=[CH:6][CH:5]=[CH:4][CH:3]=1.CN1C(=O)CCC1.[NH:50]1[CH2:53][CH:52]([N:54]2[CH2:59][CH2:58][N:57]([CH3:60])[C@H:56]([CH3:61])[CH2:55]2)[CH2:51]1.C(C1C=CC=CC=1)C1C=CC=CC=1, predict the reaction product.